The task is: Predict the product of the given reaction.. This data is from Forward reaction prediction with 1.9M reactions from USPTO patents (1976-2016). (1) Given the reactants [C:1]([C:4]1[CH:15]=[CH:14][C:7]([CH:8]=[N:9][NH:10][C:11](=[S:13])[NH2:12])=[C:6]([NH2:16])[CH:5]=1)(=[O:3])[CH3:2].Br[CH2:18][C:19]([C:21]1[CH:26]=[CH:25][CH:24]=[CH:23][CH:22]=1)=O, predict the reaction product. The product is: [NH2:16][C:6]1[CH:5]=[C:4]([C:1](=[O:3])[CH3:2])[CH:15]=[CH:14][C:7]=1[CH:8]=[N:9][NH:10][C:11]1[S:13][CH:18]=[C:19]([C:21]2[CH:26]=[CH:25][CH:24]=[CH:23][CH:22]=2)[N:12]=1. (2) Given the reactants [AlH4-].[Li+].[CH3:3][CH:4]([N:13]1[CH:17]=[C:16]([C:18]2[C:19]3[CH:26]=[CH:25][N:24]([CH2:27][O:28][CH2:29][CH2:30][Si:31]([CH3:34])([CH3:33])[CH3:32])[C:20]=3[N:21]=[CH:22][N:23]=2)[CH:15]=[N:14]1)[C:5](=O)[N:6]1[CH2:11][CH2:10][NH:9][CH2:8][CH2:7]1, predict the reaction product. The product is: [CH3:3][CH:4]([N:13]1[CH:17]=[C:16]([C:18]2[C:19]3[CH:26]=[CH:25][N:24]([CH2:27][O:28][CH2:29][CH2:30][Si:31]([CH3:32])([CH3:34])[CH3:33])[C:20]=3[N:21]=[CH:22][N:23]=2)[CH:15]=[N:14]1)[CH2:5][N:6]1[CH2:11][CH2:10][NH:9][CH2:8][CH2:7]1.